This data is from Reaction yield outcomes from USPTO patents with 853,638 reactions. The task is: Predict the reaction yield, written as a fraction of the theoretical maximum amount of product (1.0 means a 100% yield; for example, 0.34 means a 34% yield). (1) The reactants are [S:1]1[CH:5]=[CH:4][CH:3]=[C:2]1[CH2:6][NH:7][C:8]([C:10]1[N:11]=[C:12]2[C:17]([C:18]([F:21])([F:20])[F:19])=[CH:16][C:15]([C:22]3[CH:26]=[CH:25][O:24][CH:23]=3)=[CH:14][N:13]2[C:27]=1[N+:28]([O-])=O)=[O:9].[Cl-].[NH4+]. The catalyst is CO.O.CCOC(C)=O.[Fe]. The product is [S:1]1[CH:5]=[CH:4][CH:3]=[C:2]1[CH2:6][NH:7][C:8]([C:10]1[N:11]=[C:12]2[C:17]([C:18]([F:19])([F:20])[F:21])=[CH:16][C:15]([C:22]3[CH:26]=[CH:25][O:24][CH:23]=3)=[CH:14][N:13]2[C:27]=1[NH2:28])=[O:9]. The yield is 0.420. (2) The product is [CH3:6][O:5][C:1]([C:2]1[S:3][C:18]2=[N:19][C:20]([C:23]3[CH:28]=[CH:27][CH:26]=[CH:25][CH:24]=3)=[CH:21][CH:22]=[C:17]2[C:16]=1[O:15][CH2:32][C:33]([O:35][CH2:36][CH3:37])=[O:34])=[O:4]. The yield is 0.130. The catalyst is O.CN(C=O)C. The reactants are [C:1]([O:5][CH3:6])(=[O:4])[CH2:2][SH:3].CC(C)([O-])C.[Na+].C([O:15][C:16](=O)[C:17]1[CH:22]=[CH:21][C:20]([C:23]2[CH:28]=[CH:27][CH:26]=[CH:25][CH:24]=2)=[N:19][C:18]=1Cl)C.Br[CH2:32][C:33]([O:35][CH2:36][CH3:37])=[O:34].Cl. (3) The reactants are CC1(C)C(C)(C)OB([C:9]2[CH:17]=[CH:16][CH:15]=[C:14]3[C:10]=2[CH:11]=[CH:12][NH:13]3)O1.Br[C:20]1[CH:21]=[C:22]([F:26])[CH:23]=[CH:24][CH:25]=1.[OH-].[Na+]. The catalyst is C1COCC1.[Pd].C(OCC)(=O)C. The product is [F:26][C:22]1[CH:21]=[C:20]([C:9]2[CH:17]=[CH:16][CH:15]=[C:14]3[C:10]=2[CH:11]=[CH:12][NH:13]3)[CH:25]=[CH:24][CH:23]=1. The yield is 0.880. (4) The reactants are [CH2:1]1[C:9]2[C:4](=[CH:5][C:6]([C:10]3[N:14]([CH3:15])[N:13]=[C:12]([C:16](=O)[CH3:17])[C:11]=3[OH:19])=[CH:7][CH:8]=2)[CH2:3][CH2:2]1.[NH:20]([C:22]([C:24]1[S:28][C:27]([C:29]([NH:31][CH2:32][C:33]2[CH:38]=[CH:37][N:36]=[CH:35][CH:34]=2)=[O:30])=[CH:26][CH:25]=1)=[O:23])[NH2:21]. The catalyst is CS(C)=O. The product is [CH2:1]1[C:9]2[C:4](=[CH:5][C:6]([C:10]3[N:14]([CH3:15])[N:13]=[C:12]([C:16](=[N:21][NH:20][C:22]([C:24]4[S:28][C:27]([C:29]([NH:31][CH2:32][C:33]5[CH:34]=[CH:35][N:36]=[CH:37][CH:38]=5)=[O:30])=[CH:26][CH:25]=4)=[O:23])[CH3:17])[C:11]=3[OH:19])=[CH:7][CH:8]=2)[CH2:3][CH2:2]1. The yield is 0.730. (5) The reactants are [Cl:1][C:2]1[N:3]=[C:4](Cl)[C:5]2[CH2:10][CH2:9][CH2:8][C:6]=2[N:7]=1.[C:12]1(B(O)O)[CH:17]=[CH:16][CH:15]=[CH:14][CH:13]=1.C(N(CC)CC)C.CN(C)C=O. The catalyst is C(OCC)(=O)C.O. The product is [Cl:1][C:2]1[N:3]=[C:4]([C:12]2[CH:17]=[CH:16][CH:15]=[CH:14][CH:13]=2)[C:5]2[CH2:10][CH2:9][CH2:8][C:6]=2[N:7]=1. The yield is 0.520. (6) The reactants are C([NH:4][C@:5]1([C:22](NC(C)(C)C)=[O:23])[C@@H:9]([CH2:10][CH2:11][CH2:12][B:13]2[O:17]C(C)(C)C(C)(C)[O:14]2)[CH2:8][NH:7][CH2:6]1)(=O)C.C([N:36]1[CH2:41][CH2:40][CH2:39][C:38](=O)[CH2:37]1)(OC(C)(C)C)=O.S([O-])([O-])(=O)=[O:44].[Na+].[Na+].C(O)(=O)C.C(O[BH-](OC(=O)C)OC(=O)C)(=O)C.[Na+].C(=O)([O-])[O-].[Na+].[Na+]. The catalyst is ClCCCl. The product is [NH2:4][C@:5]1([C:22]([OH:23])=[O:44])[C@@H:9]([CH2:10][CH2:11][CH2:12][B:13]([OH:14])[OH:17])[CH2:8][N:7]([CH:38]2[CH2:39][CH2:40][CH2:41][NH:36][CH2:37]2)[CH2:6]1. The yield is 0.680.